From a dataset of Forward reaction prediction with 1.9M reactions from USPTO patents (1976-2016). Predict the product of the given reaction. (1) Given the reactants [OH-].[Na+].C[O:4][C:5]([C:7]1[CH:8]=[CH:9][C:10]([O:13][C:14]2[CH:31]=[CH:30][C:17]3[CH2:18][CH2:19][N:20]([C:23]([O:25][C:26]([CH3:29])([CH3:28])[CH3:27])=[O:24])[CH2:21][CH2:22][C:16]=3[CH:15]=2)=[N:11][CH:12]=1)=[O:6].Cl.O, predict the reaction product. The product is: [CH3:29][C:26]([O:25][C:23]([N:20]1[CH2:19][CH2:18][C:17]2[CH:30]=[CH:31][C:14]([O:13][C:10]3[N:11]=[CH:12][C:7]([C:5]([OH:6])=[O:4])=[CH:8][CH:9]=3)=[CH:15][C:16]=2[CH2:22][CH2:21]1)=[O:24])([CH3:27])[CH3:28]. (2) Given the reactants [Cl:1][C:2]1[CH:10]=[C:9]2[C:5]([C:6]([CH3:11])=[CH:7][NH:8]2)=[CH:4][CH:3]=1.[H-].[Na+].[CH3:14][O:15][C:16]1[C:25]2[C:20](=[CH:21][CH:22]=[CH:23][CH:24]=2)[C:19]([S:26](Cl)(=[O:28])=[O:27])=[CH:18][C:17]=1[N:30]1[CH2:35][CH2:34][N:33]([C:36](=[O:41])[C:37]([Cl:40])([Cl:39])[Cl:38])[CH2:32][CH2:31]1, predict the reaction product. The product is: [Cl:40][C:37]([Cl:38])([Cl:39])[C:36]([N:33]1[CH2:34][CH2:35][N:30]([C:17]2[CH:18]=[C:19]([S:26]([N:8]3[C:9]4[C:5](=[CH:4][CH:3]=[C:2]([Cl:1])[CH:10]=4)[C:6]([CH3:11])=[CH:7]3)(=[O:27])=[O:28])[C:20]3[C:25](=[CH:24][CH:23]=[CH:22][CH:21]=3)[C:16]=2[O:15][CH3:14])[CH2:31][CH2:32]1)=[O:41]. (3) The product is: [CH:24]1([N:21]2[CH2:22][CH2:23][N:18]([C:16](=[O:17])[CH2:15][N:8]3[CH2:7][CH2:6][C:5]4[C:4]5[C:12](=[CH:13][CH:14]=[C:2]([C:28]#[N:29])[CH:3]=5)[NH:11][C:10]=4[CH2:9]3)[CH2:19][CH2:20]2)[CH2:25][CH2:26][CH2:27]1. Given the reactants Br[C:2]1[CH:3]=[C:4]2[C:12](=[CH:13][CH:14]=1)[NH:11][C:10]1[CH2:9][N:8]([CH2:15][C:16]([N:18]3[CH2:23][CH2:22][N:21]([CH:24]4[CH2:27][CH2:26][CH2:25]4)[CH2:20][CH2:19]3)=[O:17])[CH2:7][CH2:6][C:5]2=1.[CH3:28][N:29](C=O)C, predict the reaction product.